Dataset: Forward reaction prediction with 1.9M reactions from USPTO patents (1976-2016). Task: Predict the product of the given reaction. (1) The product is: [CH3:1][O:2][C:3]([CH:5]1[CH2:10][CH2:9][N:8]([S:11]([CH2:14][C:15]2[C:24]3[C:19](=[CH:20][C:21]([O:41][CH3:38])=[CH:22][CH:23]=3)[N:18]([CH2:25][CH3:26])[C:17]([CH3:27])([CH3:28])[CH:16]=2)(=[O:13])=[O:12])[CH2:7][CH2:6]1)=[O:4]. Given the reactants [CH3:1][O:2][C:3]([CH:5]1[CH2:10][CH2:9][N:8]([S:11]([CH2:14][C:15]2[C:24]3[C:19](=[CH:20][CH:21]=[CH:22][CH:23]=3)[N:18]([CH2:25][CH3:26])[C:17]([CH3:28])([CH3:27])[CH:16]=2)(=[O:13])=[O:12])[CH2:7][CH2:6]1)=[O:4].C(N1C2C(=CC=[C:38]([O:41]C)C=2)C(CS(Cl)(=O)=O)=CC1(C)C)C, predict the reaction product. (2) Given the reactants OC12CC3CC(CC(C3N[C:13]3[C:18]([C:19]([NH2:21])=[O:20])=[CH:17][N:16]=[C:15]4[NH:22][CH:23]=[CH:24][C:14]=34)C1)C2, predict the reaction product. The product is: [NH:22]1[C:15]2=[N:16][CH:17]=[C:18]([C:19]([NH2:21])=[O:20])[CH:13]=[C:14]2[CH:24]=[CH:23]1. (3) Given the reactants C([O:3][C:4](=[O:25])[C:5]([C:12]1[CH:17]=[CH:16][C:15]([C:18]([O:20][C:21]([CH3:24])([CH3:23])[CH3:22])=[O:19])=[CH:14][CH:13]=1)([F:11])C(OCC)=O)C.[OH-].[Na+], predict the reaction product. The product is: [C:21]([O:20][C:18](=[O:19])[C:15]1[CH:16]=[CH:17][C:12]([CH:5]([C:4]([OH:25])=[O:3])[F:11])=[CH:13][CH:14]=1)([CH3:24])([CH3:22])[CH3:23]. (4) Given the reactants [Cl:1][C:2]1[CH:8]=[CH:7][C:5]([NH2:6])=[C:4]([N+:9]([O-:11])=[O:10])[CH:3]=1.[S:12]1(=[O:18])(=[O:17])[CH2:16][CH:15]=[CH:14][CH2:13]1.C(=O)([O-])[O-].[Cs+].[Cs+].O, predict the reaction product. The product is: [Cl:1][C:2]1[CH:8]=[CH:7][C:5]([NH:6][CH:14]2[CH2:15][CH2:16][S:12](=[O:18])(=[O:17])[CH2:13]2)=[C:4]([N+:9]([O-:11])=[O:10])[CH:3]=1. (5) Given the reactants C([O:8][C:9]([C:11]1([C:20]#[N:21])[CH2:13][C:12]1([CH2:17][CH2:18][CH3:19])[CH2:14][CH2:15][CH3:16])=[O:10])C1C=CC=CC=1, predict the reaction product. The product is: [NH2:21][CH2:20][C:11]1([C:9]([OH:10])=[O:8])[CH2:13][C:12]1([CH2:14][CH2:15][CH3:16])[CH2:17][CH2:18][CH3:19]. (6) Given the reactants C[O:2][C:3](=O)[CH2:4][CH2:5][C:6]1[C:7](=[O:15])[N:8]([CH2:12][CH:13]=[CH2:14])[CH2:9][CH2:10][CH:11]=1.CO.[NH2:19][O:20][K].C(O)(=O)C, predict the reaction product. The product is: [CH2:12]([N:8]1[CH2:9][CH2:10][CH:11]=[C:6]([CH2:5][CH2:4][C:3]([NH:19][OH:20])=[O:2])[C:7]1=[O:15])[CH:13]=[CH2:14].